The task is: Predict the reaction yield, written as a fraction of the theoretical maximum amount of product (1.0 means a 100% yield; for example, 0.34 means a 34% yield).. This data is from Reaction yield outcomes from USPTO patents with 853,638 reactions. (1) The reactants are [CH2:1]([O:5][C:6]([NH:8][CH2:9][CH:10]1[CH2:15][CH2:14][N:13]([C:16]2[N:20]([CH3:21])[N:19]=[CH:18][C:17]=2[NH:22][C:23]([C:25]2[N:26]=[C:27](Br)[S:28][C:29]=2[NH:30][C:31](=[O:37])[O:32][C:33]([CH3:36])([CH3:35])[CH3:34])=[O:24])[CH2:12][CH2:11]1)=[O:7])[CH2:2][CH2:3][CH3:4]. The catalyst is CO.C(O)(=O)C.[Pd]. The product is [CH2:1]([O:5][C:6]([NH:8][CH2:9][CH:10]1[CH2:11][CH2:12][N:13]([C:16]2[N:20]([CH3:21])[N:19]=[CH:18][C:17]=2[NH:22][C:23]([C:25]2[N:26]=[CH:27][S:28][C:29]=2[NH:30][C:31](=[O:37])[O:32][C:33]([CH3:36])([CH3:35])[CH3:34])=[O:24])[CH2:14][CH2:15]1)=[O:7])[CH2:2][CH2:3][CH3:4]. The yield is 0.960. (2) The reactants are [CH3:1][O:2][CH2:3][CH2:4][N:5]1[C:9]2[C:10]3[O:11][CH:12]([C:22]4[CH:27]=[CH:26][CH:25]=[CH:24][CH:23]=4)[CH2:13][CH2:14][C:15]=3[C:16]([C:18]([O:20]C)=[O:19])=[CH:17][C:8]=2[N:7]=[C:6]1[CH3:28].[OH-].[Na+].Cl. The catalyst is C(O)C. The product is [CH3:1][O:2][CH2:3][CH2:4][N:5]1[C:9]2[C:10]3[O:11][CH:12]([C:22]4[CH:23]=[CH:24][CH:25]=[CH:26][CH:27]=4)[CH2:13][CH2:14][C:15]=3[C:16]([C:18]([OH:20])=[O:19])=[CH:17][C:8]=2[N:7]=[C:6]1[CH3:28]. The yield is 0.960. (3) The reactants are [NH2:1][C:2]1[N:7]=[CH:6][C:5]([O:8][C:9]2[CH:10]=[CH:11][C:12]([NH:19][C:20]3[CH:25]=[CH:24][C:23]([F:26])=[C:22]([F:27])[CH:21]=3)=[C:13]([CH:18]=2)[C:14]([O:16][CH3:17])=[O:15])=[CH:4][CH:3]=1.[Cl:28][C:29]1[C:30]([CH3:39])=[C:31]([S:35](Cl)(=[O:37])=[O:36])[CH:32]=[CH:33][CH:34]=1. The catalyst is N1C=CC=CC=1. The product is [Cl:28][C:29]1[C:30]([CH3:39])=[C:31]([S:35]([NH:1][C:2]2[N:7]=[CH:6][C:5]([O:8][C:9]3[CH:10]=[CH:11][C:12]([NH:19][C:20]4[CH:25]=[CH:24][C:23]([F:26])=[C:22]([F:27])[CH:21]=4)=[C:13]([CH:18]=3)[C:14]([O:16][CH3:17])=[O:15])=[CH:4][CH:3]=2)(=[O:37])=[O:36])[CH:32]=[CH:33][CH:34]=1. The yield is 0.760. (4) The reactants are [NH2:1][CH2:2][CH2:3][O:4][C@@H:5]([C:19]1[CH:24]=[CH:23][CH:22]=[C:21]([F:25])[CH:20]=1)[C@@H:6]1[CH2:11][CH2:10][CH2:9][N:8]([C:12]([O:14][C:15]([CH3:18])([CH3:17])[CH3:16])=[O:13])[CH2:7]1.CCN(CC)CC.Cl[C:34]([O:36][CH3:37])=[O:35].O. The catalyst is CN(C1C=CN=CC=1)C.C(Cl)Cl. The product is [F:25][C:21]1[CH:20]=[C:19]([C@H:5]([O:4][CH2:3][CH2:2][NH:1][C:34]([O:36][CH3:37])=[O:35])[C@@H:6]2[CH2:11][CH2:10][CH2:9][N:8]([C:12]([O:14][C:15]([CH3:18])([CH3:16])[CH3:17])=[O:13])[CH2:7]2)[CH:24]=[CH:23][CH:22]=1. The yield is 0.970. (5) The reactants are [Cl:1][C:2]1[N:7]=[C:6](Cl)[CH:5]=[C:4]([CH3:9])[N:3]=1.[NH2:10][C:11]1[NH:15][N:14]=[C:13]([C:16]([CH3:19])([CH3:18])[CH3:17])[CH:12]=1.C(=O)([O-])[O-].[Na+].[Na+]. The catalyst is C(O)C. The product is [Cl:1][C:2]1[N:7]=[C:6]([NH:10][C:11]2[CH:12]=[C:13]([C:16]([CH3:19])([CH3:18])[CH3:17])[NH:14][N:15]=2)[CH:5]=[C:4]([CH3:9])[N:3]=1. The yield is 0.550. (6) The reactants are [F:1][C:2]1[C:11]([C:12]2[CH:17]=[CH:16][CH:15]=[CH:14][N:13]=2)=[CH:10][C:9]2[N:8]([CH2:18][C:19]([F:22])([F:21])[F:20])[C:7](=[O:23])[C:6]3[CH2:24][N:25](C4CCCCO4)[NH:26][C:5]=3[C:4]=2[CH:3]=1.[ClH:33]. The catalyst is O1CCOCC1. The product is [ClH:33].[F:1][C:2]1[C:11]([C:12]2[CH:17]=[CH:16][CH:15]=[CH:14][N:13]=2)=[CH:10][C:9]2[N:8]([CH2:18][C:19]([F:21])([F:22])[F:20])[C:7](=[O:23])[C:6]3[CH:24]=[N:25][NH:26][C:5]=3[C:4]=2[CH:3]=1. The yield is 0.750. (7) The reactants are [Cl:1][C:2]1[CH:7]=[CH:6][N:5]=[C:4]2[NH:8][CH:9]=[C:10]([CH:11]([C:17]3[CH:18]=[N:19][CH:20]=[CH:21][CH:22]=3)[CH2:12][C:13]([NH:15][CH3:16])=O)[C:3]=12.B.C1COCC1. The catalyst is C1COCC1. The product is [ClH:1].[Cl:1][C:2]1[CH:7]=[CH:6][N:5]=[C:4]2[NH:8][CH:9]=[C:10]([CH:11]([C:17]3[CH:18]=[N:19][CH:20]=[CH:21][CH:22]=3)[CH2:12][CH2:13][NH:15][CH3:16])[C:3]=12. The yield is 0.560.